From a dataset of Experimentally validated miRNA-target interactions with 360,000+ pairs, plus equal number of negative samples. Binary Classification. Given a miRNA mature sequence and a target amino acid sequence, predict their likelihood of interaction. The miRNA is hsa-miR-548ah-3p with sequence CAAAAACUGCAGUUACUUUUGC. The protein sequence of the target gene is MGAYLSQPNTVKCSGDGVGAPRLPLPYGFSAMQGWRVSMEDAHNCIPELDSETAMFSVYDGHGGEEVALYCAKYLPDIIKDQKAYKEGKLQKALEDAFLAIDAKLTTEEVIKELAQIAGRPTEDEDEKEKVADEDDVDNEEAALLHEEATMTIEELLTRYGQNCHKGPPHSKSGGGTGEEPGSQGLNGEAGPEDSTRETPSQENGPTAKAYTGFSSNSERGTEAGQVGEPGIPTGEAGPSCSSASDKLPRVAKSKFFEDSEDESDEAEEEEEDSEECSEEEDGYSSEEAENEEDEDDTEE.... Result: 0 (no interaction).